This data is from Full USPTO retrosynthesis dataset with 1.9M reactions from patents (1976-2016). The task is: Predict the reactants needed to synthesize the given product. (1) Given the product [CH3:1][S:2]([C:5]1[CH:6]=[CH:7][C:8]([CH2:9][CH:10]([C:11]([OH:19])=[O:12])[C:15]([OH:16])=[O:14])=[CH:20][CH:21]=1)(=[O:3])=[O:4], predict the reactants needed to synthesize it. The reactants are: [CH3:1][S:2]([C:5]1[CH:21]=[CH:20][C:8]([CH2:9][CH:10]2[C:15](=[O:16])[O:14]C(C)(C)[O:12][C:11]2=[O:19])=[CH:7][CH:6]=1)(=[O:4])=[O:3].[OH-].[Na+]. (2) Given the product [OH:38][CH2:35][C:36]([N:21]1[CH2:20][CH2:19][CH:18]([C:16]2[S:15][CH:14]=[C:13]([C:11]([N:1]3[C@@H:10]4[C@@H:5]([CH2:6][CH2:7][CH2:8][CH2:9]4)[CH2:4][CH2:3][CH2:2]3)=[O:12])[CH:17]=2)[CH2:23][CH2:22]1)=[O:37], predict the reactants needed to synthesize it. The reactants are: [N:1]1([C:11]([C:13]2[CH:17]=[C:16]([CH:18]3[CH2:23][CH2:22][NH:21][CH2:20][CH2:19]3)[S:15][CH:14]=2)=[O:12])[C@@H:10]2[C@@H:5]([CH2:6][CH2:7][CH2:8][CH2:9]2)[CH2:4][CH2:3][CH2:2]1.C(N(CC)CC)C.C(O)(=O)C.[C:35](Cl)(=[O:38])[CH2:36][OH:37].C[O-].[Na+]. (3) Given the product [CH3:20][C:21]1[C:26]([C:2]2[CH:6]=[CH:5][N:4]([C:7]3[CH:8]=[CH:9][C:10]([CH3:19])=[C:11]([CH2:13][NH:14][C:15](=[O:18])[O:16][CH3:17])[CH:12]=3)[N:3]=2)=[CH:25][CH:24]=[C:23]([CH3:30])[N:22]=1, predict the reactants needed to synthesize it. The reactants are: Br[C:2]1[CH:6]=[CH:5][N:4]([C:7]2[CH:8]=[CH:9][C:10]([CH3:19])=[C:11]([CH2:13][NH:14][C:15](=[O:18])[O:16][CH3:17])[CH:12]=2)[N:3]=1.[CH3:20][C:21]1[C:26](B(O)O)=[CH:25][CH:24]=[C:23]([CH3:30])[N:22]=1.C(=O)([O-])[O-].[K+].[K+].O. (4) Given the product [C:5]([O:4][CH:1]1[C:14]2=[N:15][CH:16]=[C:11]([N+:8]([O-:10])=[O:9])[C:12]([N:21]3[CH2:26][CH2:25][CH2:24][C@H:23]([NH:27][C:28]([O:29][C:30]([CH3:33])([CH3:31])[CH3:32])=[O:34])[CH2:22]3)=[C:13]2[CH2:20][CH2:2]1)(=[O:7])[CH3:6], predict the reactants needed to synthesize it. The reactants are: [C:1]([O:4][C:5](=[O:7])[CH3:6])(=O)[CH3:2].[N+:8]([C:11]1[C:12]([N:21]2[CH2:26][CH2:25][CH2:24][C@H:23]([NH:27][C:28](=[O:34])[O:29][C:30]([CH3:33])([CH3:32])[CH3:31])[CH2:22]2)=[C:13]2[CH2:20]CC[C:14]2=[N+:15]([O-])[CH:16]=1)([O-:10])=[O:9]. (5) Given the product [NH2:28][C:24]1([C:21]2[CH:20]=[CH:19][C:18]([C:10]3[O:9][C:8]4[C:3](=[O:2])[NH:4][CH:5]=[CH:6][C:7]=4[C:11]=3[C:12]3[CH:17]=[CH:16][CH:15]=[CH:14][CH:13]=3)=[CH:23][CH:22]=2)[CH2:25][CH2:26][CH2:27]1, predict the reactants needed to synthesize it. The reactants are: C[O:2][C:3]1[N:4]=[CH:5][CH:6]=[C:7]2[C:11]([C:12]3[CH:17]=[CH:16][CH:15]=[CH:14][CH:13]=3)=[C:10]([C:18]3[CH:23]=[CH:22][C:21]([C:24]4([NH2:28])[CH2:27][CH2:26][CH2:25]4)=[CH:20][CH:19]=3)[O:9][C:8]=12.Cl. (6) Given the product [C:38]([NH:41][S:42]([C:45]1[S:49][C:48]([C:22]2[N:21]=[CH:20][N:19]([C:11]3[N:10]=[C:9]([C:4]4[CH:5]=[CH:6][C:7]([F:8])=[C:2]([F:1])[CH:3]=4)[CH:14]=[C:13]([C:15]([F:18])([F:17])[F:16])[N:12]=3)[CH:23]=2)=[CH:47][CH:46]=1)(=[O:43])=[O:44])([CH3:40])([CH3:37])[CH3:39], predict the reactants needed to synthesize it. The reactants are: [F:1][C:2]1[CH:3]=[C:4]([C:9]2[CH:14]=[C:13]([C:15]([F:18])([F:17])[F:16])[N:12]=[C:11]([N:19]3[CH:23]=[C:22]([Sn](CCCC)(CCCC)CCCC)[N:21]=[CH:20]3)[N:10]=2)[CH:5]=[CH:6][C:7]=1[F:8].[CH3:37][C:38]([NH:41][S:42]([C:45]1[S:49][C:48](Br)=[CH:47][CH:46]=1)(=[O:44])=[O:43])([CH3:40])[CH3:39].CCCCCC.